From a dataset of Forward reaction prediction with 1.9M reactions from USPTO patents (1976-2016). Predict the product of the given reaction. (1) Given the reactants I[C:2]1[C:10]2[C:5](=[CH:6][CH:7]=[CH:8][CH:9]=2)[N:4]([C:11]2[N:19]=[C:18]3[C:14]([N:15]=[C:16]([CH2:21][N:22]4[CH2:27][CH2:26][CH:25]([C:28]([OH:31])([CH3:30])[CH3:29])[CH2:24][CH2:23]4)[N:17]3[CH3:20])=[C:13]([N:32]3[CH2:37][CH2:36][O:35][CH2:34][CH2:33]3)[N:12]=2)[N:3]=1.C1(P(C2C=CC=CC=2)C2C3OC4C(=CC=CC=4P(C4C=CC=CC=4)C4C=CC=CC=4)C(C)(C)C=3C=CC=2)C=CC=CC=1.C(=O)([O-])[O-].[Cs+].[Cs+].[C:86](=[NH:99])([C:93]1[CH:98]=[CH:97][CH:96]=[CH:95][CH:94]=1)[C:87]1[CH:92]=[CH:91][CH:90]=[CH:89][CH:88]=1, predict the reaction product. The product is: [C:87]1([C:86](=[N:99][C:2]2[C:10]3[C:5](=[CH:6][CH:7]=[CH:8][CH:9]=3)[N:4]([C:11]3[N:19]=[C:18]4[C:14]([N:15]=[C:16]([CH2:21][N:22]5[CH2:27][CH2:26][CH:25]([C:28]([OH:31])([CH3:30])[CH3:29])[CH2:24][CH2:23]5)[N:17]4[CH3:20])=[C:13]([N:32]4[CH2:37][CH2:36][O:35][CH2:34][CH2:33]4)[N:12]=3)[N:3]=2)[C:93]2[CH:94]=[CH:95][CH:96]=[CH:97][CH:98]=2)[CH:92]=[CH:91][CH:90]=[CH:89][CH:88]=1. (2) Given the reactants [Br:1][C:2]1[C:3]([CH3:10])=[CH:4][C:5]([OH:9])=[N:6][C:7]=1[CH3:8].I[CH3:12], predict the reaction product. The product is: [Br:1][C:2]1[C:7]([CH3:8])=[N:6][C:5]([O:9][CH3:12])=[CH:4][C:3]=1[CH3:10].